From a dataset of Forward reaction prediction with 1.9M reactions from USPTO patents (1976-2016). Predict the product of the given reaction. (1) Given the reactants [CH2:1]([O:8][N:9]([C@H:22]1[CH2:27][N:26]([C:28]([O:30][C:31]([CH3:34])([CH3:33])[CH3:32])=[O:29])[C@H:25]([C:35](=O)[NH2:36])[CH2:24][CH2:23]1)[S:10]([C:13]1[CH:18]=[CH:17][CH:16]=[CH:15][C:14]=1[N+:19]([O-:21])=[O:20])(=[O:12])=[O:11])[C:2]1[CH:7]=[CH:6][CH:5]=[CH:4][CH:3]=1.COC1C=CC(P2(SP(C3C=CC(OC)=CC=3)(=S)S2)=[S:47])=CC=1, predict the reaction product. The product is: [CH2:1]([O:8][N:9]([C@H:22]1[CH2:27][N:26]([C:28]([O:30][C:31]([CH3:34])([CH3:33])[CH3:32])=[O:29])[C@H:25]([C:35](=[S:47])[NH2:36])[CH2:24][CH2:23]1)[S:10]([C:13]1[CH:18]=[CH:17][CH:16]=[CH:15][C:14]=1[N+:19]([O-:21])=[O:20])(=[O:12])=[O:11])[C:2]1[CH:7]=[CH:6][CH:5]=[CH:4][CH:3]=1. (2) Given the reactants [O:1]1[CH2:5][CH2:4][CH:3]([C:6]2[CH:14]=[CH:13][C:9]([C:10]([OH:12])=O)=[CH:8][CH:7]=2)[CH2:2]1.F[P-](F)(F)(F)(F)F.N1(OC(N(C)C)=[N+](C)C)C2N=CC=CC=2N=N1.C(N(CC)CC)C.[NH2:46][CH2:47][C:48]1[C:49]([OH:56])=[N:50][C:51]([CH3:55])=[CH:52][C:53]=1[CH3:54], predict the reaction product. The product is: [OH:56][C:49]1[C:48]([CH2:47][NH:46][C:10](=[O:12])[C:9]2[CH:8]=[CH:7][C:6]([CH:3]3[CH2:4][CH2:5][O:1][CH2:2]3)=[CH:14][CH:13]=2)=[C:53]([CH3:54])[CH:52]=[C:51]([CH3:55])[N:50]=1. (3) The product is: [F:25][C:2]([F:1])([F:24])[O:3][C:4]1[CH:23]=[CH:22][C:7]([O:8][CH:9]2[CH2:10][CH2:11][NH:12][CH2:13][CH2:14]2)=[CH:6][CH:5]=1. Given the reactants [F:1][C:2]([F:25])([F:24])[O:3][C:4]1[CH:23]=[CH:22][C:7]([O:8][CH:9]2[CH2:14][CH2:13][N:12](C(OC(C)(C)C)=O)[CH2:11][CH2:10]2)=[CH:6][CH:5]=1.FC(F)(F)C(O)=O, predict the reaction product. (4) Given the reactants [OH-].[K+].CS(C)=O.[F:7][C:8]1[C:9]([O:18][CH3:19])=[C:10]2[C:14](=[CH:15][CH:16]=1)[NH:13][N:12]=[C:11]2[NH2:17].Cl[CH2:21][C:22]1[CH:23]=[C:24]([CH:27]=[CH:28][CH:29]=1)[C:25]#[N:26], predict the reaction product. The product is: [NH2:17][C:11]1[C:10]2[C:14](=[CH:15][CH:16]=[C:8]([F:7])[C:9]=2[O:18][CH3:19])[N:13]([CH2:21][C:22]2[CH:23]=[C:24]([CH:27]=[CH:28][CH:29]=2)[C:25]#[N:26])[N:12]=1. (5) Given the reactants Cl[CH:2]([C:4]1[O:5][C:6]([C:9]2[CH:14]=[CH:13][CH:12]=[C:11]([Cl:15])[CH:10]=2)=[N:7][N:8]=1)[CH3:3].[C:16]([O:23][CH3:24])(=[O:22])[CH2:17][C:18]([O:20][CH3:21])=[O:19].C1CCN2C(=NCCC2)CC1, predict the reaction product. The product is: [CH3:21][O:20][C:18](=[O:19])[CH:17]([CH:2]([C:4]1[O:5][C:6]([C:9]2[CH:14]=[CH:13][CH:12]=[C:11]([Cl:15])[CH:10]=2)=[N:7][N:8]=1)[CH3:3])[C:16]([O:23][CH3:24])=[O:22].